Task: Predict the reactants needed to synthesize the given product.. Dataset: Full USPTO retrosynthesis dataset with 1.9M reactions from patents (1976-2016) (1) Given the product [C:23]([O:26][C:27]([N:18]1[CH2:17][CH2:16][N:15]([CH2:14][CH2:13][CH2:12][C:11]([C:5]2[C:4]3[C:8](=[CH:9][CH:10]=[C:2]([F:1])[CH:3]=3)[NH:7][CH:6]=2)=[O:21])[CH2:20][CH2:19]1)=[O:28])([CH3:25])([CH3:24])[CH3:22], predict the reactants needed to synthesize it. The reactants are: [F:1][C:2]1[CH:3]=[C:4]2[C:8](=[CH:9][CH:10]=1)[NH:7][CH:6]=[C:5]2[C:11](=[O:21])[CH2:12][CH2:13][CH2:14][N:15]1[CH2:20][CH2:19][NH:18][CH2:17][CH2:16]1.[CH3:22][C:23]([O:26][C:27](O[C:27]([O:26][C:23]([CH3:25])([CH3:24])[CH3:22])=[O:28])=[O:28])([CH3:25])[CH3:24].ClCCl.CO. (2) The reactants are: Cl[C:2]1[CH:7]=[C:6]([C:8]2[CH:13]=[C:12]([Cl:14])[CH:11]=[CH:10][C:9]=2[CH3:15])[N:5]=[C:4]([NH2:16])[N:3]=1.Cl.[CH3:18][C:19]1[CH:20]=[CH:21][C:22]([NH2:25])=[CH:23][CH:24]=1. Given the product [Cl:14][C:12]1[CH:11]=[CH:10][C:9]([CH3:15])=[C:8]([C:6]2[N:5]=[C:4]([NH2:16])[N:3]=[C:2]([NH:25][C:22]3[CH:23]=[CH:24][C:19]([CH3:18])=[CH:20][CH:21]=3)[CH:7]=2)[CH:13]=1, predict the reactants needed to synthesize it. (3) Given the product [CH3:21][O:20][C:15]1[CH:16]=[CH:17][CH:18]=[CH:19][C:14]=1[CH2:13][NH:12][C:6]1[CH:5]=[CH:4][C:3]2[C:8](=[CH:9][CH:10]=[CH:11][C:2]=2[O:22][CH2:23][CH2:24][S:25][C:26]2[CH:31]=[CH:30][CH:29]=[CH:28][CH:27]=2)[N:7]=1, predict the reactants needed to synthesize it. The reactants are: I[C:2]1[CH:11]=[CH:10][CH:9]=[C:8]2[C:3]=1[CH:4]=[CH:5][C:6]([NH:12][CH2:13][C:14]1[CH:19]=[CH:18][CH:17]=[CH:16][C:15]=1[O:20][CH3:21])=[N:7]2.[OH:22][CH2:23][CH2:24][S:25][C:26]1[CH:31]=[CH:30][CH:29]=[CH:28][CH:27]=1.N1C2C(=CC=C3C=2N=CC=C3)C=CC=1. (4) Given the product [OH:84][C@@H:85]1[C@@:110]2([CH3:111])[C:89](=[CH:90][CH:91]=[C:92]3[C@@H:109]2[CH2:108][CH2:107][C@@:106]2([CH3:112])[C@H:93]3[CH2:94][CH:95]=[C:96]2[C@H:97]([O:99][CH2:100][C@H:101]([OH:105])[CH:102]([CH3:104])[CH3:103])[CH3:98])[CH2:88][C@@H:87]([OH:113])[CH2:86]1, predict the reactants needed to synthesize it. The reactants are: [Si](O[C@@H]1[C@@]2(C)C(=CC=C3[C@@H]2CC[C@@]2(C)[C@H]3CC=C2[C@H](O)C)C[C@@H](O[Si](C(C)(C)C)(C)C)C1)(C(C)(C)C)(C)C.CC(C)([O-])C.[K+].C1OCCOC2C(=CC=CC=2)OCCOCCOC2C(=CC=CC=2)OC1.O1[C@H](C(C)C)C1.[Si]([O:84][C@@H:85]1[C@@:110]2([CH3:111])[C:89](=[CH:90][CH:91]=[C:92]3[C@@H:109]2[CH2:108][CH2:107][C@@:106]2([CH3:112])[C@H:93]3[CH2:94][CH:95]=[C:96]2[C@H:97]([O:99][CH2:100][C@H:101]([OH:105])[CH:102]([CH3:104])[CH3:103])[CH3:98])[CH2:88][C@@H:87]([O:113][Si](C(C)(C)C)(C)C)[CH2:86]1)(C(C)(C)C)(C)C.[F-].C([N+](CCCC)(CCCC)CCCC)CCC. (5) Given the product [Cl:29][C:27]1[CH:28]=[C:23]([CH:18]([C:19]([F:22])([F:21])[F:20])/[CH:14]=[CH:13]/[C:11]2[CH:10]=[CH:9][C:5]([C:6]([OH:8])=[O:7])=[C:4]([O:3][C:2]([F:15])([F:16])[F:1])[CH:12]=2)[CH:24]=[C:25]([Cl:31])[C:26]=1[F:30], predict the reactants needed to synthesize it. The reactants are: [F:1][C:2]([F:16])([F:15])[O:3][C:4]1[CH:12]=[C:11]([CH:13]=[CH2:14])[CH:10]=[CH:9][C:5]=1[C:6]([OH:8])=[O:7].Br[CH:18]([C:23]1[CH:28]=[C:27]([Cl:29])[C:26]([F:30])=[C:25]([Cl:31])[CH:24]=1)[C:19]([F:22])([F:21])[F:20].N1C=CC=CC=1C1C=CC=CN=1. (6) Given the product [C:3]([C:2]([NH:1][C:26](=[S:27])[C:25]1[CH:24]=[CH:23][C:22]([C:21]([F:20])([F:31])[F:32])=[CH:30][CH:29]=1)([CH3:19])[CH2:5][N:6]1[C:14]([O:15][CH3:16])=[C:13]2[C:8]([CH:9]=[C:10]([Cl:18])[CH:11]=[C:12]2[Cl:17])=[N:7]1)#[N:4], predict the reactants needed to synthesize it. The reactants are: [NH2:1][C:2]([CH3:19])([CH2:5][N:6]1[C:14]([O:15][CH3:16])=[C:13]2[C:8]([CH:9]=[C:10]([Cl:18])[CH:11]=[C:12]2[Cl:17])=[N:7]1)[C:3]#[N:4].[F:20][C:21]([F:32])([F:31])[C:22]1[CH:30]=[CH:29][C:25]([C:26](Cl)=[S:27])=[CH:24][CH:23]=1. (7) Given the product [OH:25][C:9]1[C:8]([C:6]([NH:26][CH2:27][C:28]([OH:30])=[O:29])=[O:7])=[N:13][CH:12]=[C:11]2[S:14][C:15]([C:17]3[CH:22]=[CH:21][C:20]([O:23][CH3:24])=[CH:19][CH:18]=3)=[CH:16][C:10]=12, predict the reactants needed to synthesize it. The reactants are: C(O[C:6]([C:8]1[C:9]([OH:25])=[C:10]2[CH:16]=[C:15]([C:17]3[CH:22]=[CH:21][C:20]([O:23][CH3:24])=[CH:19][CH:18]=3)[S:14][C:11]2=[CH:12][N:13]=1)=[O:7])CCC.[NH2:26][CH2:27][C:28]([OH:30])=[O:29].